This data is from Forward reaction prediction with 1.9M reactions from USPTO patents (1976-2016). The task is: Predict the product of the given reaction. (1) Given the reactants CN(C)[CH:3]=[O:4].[H-].[Na+].Br[CH2:9][CH:10]([N:17]1[C:21]2[CH:22]=[C:23]([F:27])[C:24]([F:26])=[CH:25][C:20]=2[N:19]=[C:18]1[C:28]1[CH:33]=[CH:32][C:31]([Cl:34])=[CH:30][CH:29]=1)[CH:11]1[CH2:16][CH2:15][CH2:14][CH2:13][CH2:12]1.Cl, predict the reaction product. The product is: [Cl:34][C:31]1[CH:30]=[CH:29][C:28]([C:18]2[N:17]([CH:10]([CH:11]3[CH2:16][CH2:15][CH2:14][CH2:13][CH2:12]3)[CH2:9][O:4][C:3]3[CH:20]=[CH:21][CH:22]=[CH:23][C:24]=3[F:26])[C:21]3[CH:22]=[C:23]([F:27])[C:24]([F:26])=[CH:25][C:20]=3[N:19]=2)=[CH:33][CH:32]=1. (2) Given the reactants [C:1]([O:5][C:6](=[O:15])[NH:7][CH2:8][CH:9]1[CH2:14][CH2:13][NH:12][CH2:11][CH2:10]1)([CH3:4])([CH3:3])[CH3:2].C(=O)([O-])[O-].[K+].[K+].BrC[C:24]#[N:25].C(OCC)(=O)C, predict the reaction product. The product is: [C:1]([O:5][C:6](=[O:15])[NH:7][CH2:8][CH:9]1[CH2:10][CH2:11][N:12]([C:24]#[N:25])[CH2:13][CH2:14]1)([CH3:4])([CH3:2])[CH3:3]. (3) Given the reactants C(O[C:6](=O)[NH:7][CH:8]([CH2:12][O:13][C:14]1[CH:23]=[CH:22][C:21]2[C:16](=[CH:17][CH:18]=[C:19]([Br:24])[CH:20]=2)[CH:15]=1)[CH:9]([CH3:11])[CH3:10])(C)(C)C.Br[CH2:27][CH2:28][CH2:29]CBr.C(=O)(O)[O-].[Na+].C(OC(OC(C)(C)C)=O)(OC(C)(C)C)=O, predict the reaction product. The product is: [Br:24][C:19]1[CH:20]=[C:21]2[C:16](=[CH:17][CH:18]=1)[CH:15]=[C:14]([O:13][CH2:12][CH:8]([N:7]1[CH2:6][CH2:29][CH2:28][CH2:27]1)[CH:9]([CH3:10])[CH3:11])[CH:23]=[CH:22]2. (4) Given the reactants [CH3:1][O:2][CH2:3][N:4]1[C:12]2[C:7](=[CH:8][CH:9]=[CH:10][C:11]=2[N+:13]([O-])=O)[CH:6]=[C:5]1[C:16]1[S:17][CH:18]=[CH:19][N:20]=1.O1CCCC1.O.NN, predict the reaction product. The product is: [CH3:1][O:2][CH2:3][N:4]1[C:12]2[C:7](=[CH:8][CH:9]=[CH:10][C:11]=2[NH2:13])[CH:6]=[C:5]1[C:16]1[S:17][CH:18]=[CH:19][N:20]=1. (5) The product is: [C:10]1([S:9][CH2:8][CH:7]=[CH:6][CH:5]=[CH:4][C:3]([OH:16])=[O:2])[CH:15]=[CH:14][CH:13]=[CH:12][CH:11]=1. Given the reactants C[O:2][C:3](=[O:16])[CH:4]=[CH:5][CH:6]=[CH:7][CH2:8][S:9][C:10]1[CH:15]=[CH:14][CH:13]=[CH:12][CH:11]=1.[OH-].[Na+], predict the reaction product.